The task is: Regression. Given a peptide amino acid sequence and an MHC pseudo amino acid sequence, predict their binding affinity value. This is MHC class I binding data.. This data is from Peptide-MHC class I binding affinity with 185,985 pairs from IEDB/IMGT. (1) The MHC is HLA-A11:01 with pseudo-sequence HLA-A11:01. The peptide sequence is FLPSDFFPSV. The binding affinity (normalized) is 0. (2) The peptide sequence is KAKIFTPEAR. The MHC is HLA-A31:01 with pseudo-sequence HLA-A31:01. The binding affinity (normalized) is 0.903. (3) The peptide sequence is YPLTFGWCF. The MHC is HLA-A68:02 with pseudo-sequence HLA-A68:02. The binding affinity (normalized) is 0. (4) The peptide sequence is GIPHPAGLK. The MHC is HLA-A33:01 with pseudo-sequence HLA-A33:01. The binding affinity (normalized) is 0. (5) The peptide sequence is IGHRYIEVF. The MHC is Mamu-B3901 with pseudo-sequence Mamu-B3901. The binding affinity (normalized) is 0.514.